From a dataset of Full USPTO retrosynthesis dataset with 1.9M reactions from patents (1976-2016). Predict the reactants needed to synthesize the given product. (1) Given the product [O:1]([C:8]1[CH:28]=[CH:27][C:11]([O:12][C:13]2[C:14]3[N:21]([CH:22]4[CH2:26][CH2:25][N:24]([C:34]#[N:35])[CH2:23]4)[CH:20]=[CH:19][C:15]=3[N:16]=[CH:17][N:18]=2)=[CH:10][CH:9]=1)[C:2]1[CH:7]=[CH:6][CH:5]=[CH:4][CH:3]=1, predict the reactants needed to synthesize it. The reactants are: [O:1]([C:8]1[CH:28]=[CH:27][C:11]([O:12][C:13]2[C:14]3[N:21]([CH:22]4[CH2:26][CH2:25][NH:24][CH2:23]4)[CH:20]=[CH:19][C:15]=3[N:16]=[CH:17][N:18]=2)=[CH:10][CH:9]=1)[C:2]1[CH:7]=[CH:6][CH:5]=[CH:4][CH:3]=1.C(=O)(O)[O-].[Na+].[C:34](Br)#[N:35]. (2) Given the product [F:39][C:34]1[CH:35]=[CH:36][CH:37]=[CH:38][C:33]=1[C:12]1[C:11]2[C:16](=[CH:17][CH:18]=[C:9]([OH:8])[CH:10]=2)[C:15](=[O:19])[N:14]([CH2:20][CH:21]([CH3:23])[CH3:22])[C:13]=1[CH2:24][NH:25][C:26](=[O:32])[O:27][C:28]([CH3:29])([CH3:31])[CH3:30], predict the reactants needed to synthesize it. The reactants are: C([O:8][C:9]1[CH:10]=[C:11]2[C:16](=[CH:17][CH:18]=1)[C:15](=[O:19])[N:14]([CH2:20][CH:21]([CH3:23])[CH3:22])[C:13]([CH2:24][NH:25][C:26](=[O:32])[O:27][C:28]([CH3:31])([CH3:30])[CH3:29])=[C:12]2[C:33]1[CH:38]=[CH:37][CH:36]=[CH:35][C:34]=1[F:39])C1C=CC=CC=1. (3) Given the product [F:46][C:43]([F:45])([F:44])[C:41]1[CH:40]=[C:5]([CH:4]=[C:3]([C:2]([F:48])([F:1])[F:47])[CH:42]=1)[CH2:6][N:7]([CH2:21][C:22]1[CH:27]=[C:26]([C:28]([F:30])([F:29])[F:31])[CH:25]=[CH:24][C:23]=1[C:54]1[C:55]([O:57][CH3:58])=[N:56][C:51]([O:50][CH3:49])=[N:52][CH:53]=1)[C:8]1[N:9]=[CH:10][C:11]([O:14][CH2:15][CH2:16][S:17]([CH3:20])(=[O:18])=[O:19])=[CH:12][N:13]=1, predict the reactants needed to synthesize it. The reactants are: [F:1][C:2]([F:48])([F:47])[C:3]1[CH:4]=[C:5]([CH:40]=[C:41]([C:43]([F:46])([F:45])[F:44])[CH:42]=1)[CH2:6][N:7]([CH2:21][C:22]1[CH:27]=[C:26]([C:28]([F:31])([F:30])[F:29])[CH:25]=[CH:24][C:23]=1OS(C(F)(F)F)(=O)=O)[C:8]1[N:13]=[CH:12][C:11]([O:14][CH2:15][CH2:16][S:17]([CH3:20])(=[O:19])=[O:18])=[CH:10][N:9]=1.[CH3:49][O:50][C:51]1[N:56]=[C:55]([O:57][CH3:58])[C:54](B(O)O)=[CH:53][N:52]=1.P([O-])([O-])([O-])=O.[K+].[K+].[K+].C(OCC)(=O)C. (4) Given the product [OH:1][C@@H:2]([C@H:4]1[C:25](=[O:26])[N:6]2[C:7]([C:12]([O:14][CH2:15][C:16]3[CH:17]=[CH:18][C:19]([N+:22]([O-:24])=[O:23])=[CH:20][CH:21]=3)=[O:13])=[C:8]([C:52]3[S:51][C:50]4=[C:46]([C:44]([C:40]5[CH:41]=[N:42][CH:43]=[C:38]([C:36]([O:35][CH2:34][C:33]6[CH:67]=[CH:68][C:30]([N+:27]([O-:29])=[O:28])=[CH:31][CH:32]=6)=[O:37])[CH:39]=5)=[O:45])[N:47]=[CH:48][N:49]4[CH:53]=3)[C@H:9]([CH3:10])[C@H:5]12)[CH3:3], predict the reactants needed to synthesize it. The reactants are: [OH:1][C@@H:2]([C@H:4]1[C:25](=[O:26])[N:6]2[C@@H:7]([C:12]([O:14][CH2:15][C:16]3[CH:21]=[CH:20][C:19]([N+:22]([O-:24])=[O:23])=[CH:18][CH:17]=3)=[O:13])[C:8](=O)[C@H:9]([CH3:10])[C@H:5]12)[CH3:3].[N+:27]([C:30]1[CH:68]=[CH:67][C:33]([CH2:34][O:35][C:36]([C:38]2[CH:39]=[C:40]([C:44]([C:46]3[N:47]=[CH:48][N:49]4[CH:53]=[C:52]([Sn](CCCC)(CCCC)CCCC)[S:51][C:50]=34)=[O:45])[CH:41]=[N:42][CH:43]=2)=[O:37])=[CH:32][CH:31]=1)([O-:29])=[O:28]. (5) Given the product [F:19][C:20]1[CH:25]=[C:24]([C:2]2[C:3]([O:17][CH3:18])=[C:4]([C:13]([O:15][CH3:16])=[O:14])[C:5]3[NH:6][C:7](=[O:12])[CH:8]=[N:9][C:10]=3[CH:11]=2)[CH:23]=[CH:22][CH:21]=1, predict the reactants needed to synthesize it. The reactants are: Br[C:2]1[C:3]([O:17][CH3:18])=[C:4]([C:13]([O:15][CH3:16])=[O:14])[C:5]2[NH:6][C:7](=[O:12])[CH:8]=[N:9][C:10]=2[CH:11]=1.[F:19][C:20]1[CH:21]=[C:22](B(O)O)[CH:23]=[CH:24][CH:25]=1.C(=O)([O-])[O-].[K+].[K+]. (6) Given the product [CH2:18]([O:20][CH:21]([O:23][CH:24]([CH:33]1[CH2:38][CH2:37][C:36](=[O:39])[CH2:35][CH2:34]1)[CH2:25][O:26][C:27]1[CH:32]=[CH:31][CH:30]=[CH:29][CH:28]=1)[CH3:22])[CH3:19], predict the reactants needed to synthesize it. The reactants are: S(C1C=CC(C)=CC=1)([O-])(=O)=O.[NH+]1C=CC=CC=1.[CH:18]([O:20][CH2:21][CH3:22])=[CH2:19].[OH:23][CH:24]([CH:33]1[CH2:38][CH2:37][C:36](=[O:39])[CH2:35][CH2:34]1)[CH2:25][O:26][C:27]1[CH:32]=[CH:31][CH:30]=[CH:29][CH:28]=1.